Dataset: Catalyst prediction with 721,799 reactions and 888 catalyst types from USPTO. Task: Predict which catalyst facilitates the given reaction. (1) Reactant: [CH3:1][CH2:2][O:3][C:4]([C:6]1[S:10][C:9]2[CH:11]=[C:12]([C:15](O)=[O:16])[CH:13]=[CH:14][C:8]=2[CH:7]=1)=[O:5]. Product: [CH2:2]([O:3][C:4]([C:6]1[S:10][C:9]2[CH:11]=[C:12]([CH2:15][OH:16])[CH:13]=[CH:14][C:8]=2[CH:7]=1)=[O:5])[CH3:1]. The catalyst class is: 1. (2) Reactant: [CH2:1]([C:3]1[C:4]([OH:27])=[C:5]([C:23]([O:25][CH3:26])=[O:24])[C:6](=[O:22])[NH:7][C:8]=1[C:9]1[CH:17]=[CH:16][C:15]2[N:14]3[CH2:18][CH2:19][CH:20]([OH:21])[C:13]3=[CH:12][C:11]=2[CH:10]=1)[CH3:2]. Product: [CH2:1]([C:3]1[C:4]([OH:27])=[C:5]([C:23]([O:25][CH3:26])=[O:24])[C:6](=[O:22])[NH:7][C:8]=1[C:9]1[CH:17]=[CH:16][C:15]2[N:14]3[CH2:18][CH2:19][C:20](=[O:21])[C:13]3=[CH:12][C:11]=2[CH:10]=1)[CH3:2]. The catalyst class is: 177.